From a dataset of NCI-60 drug combinations with 297,098 pairs across 59 cell lines. Regression. Given two drug SMILES strings and cell line genomic features, predict the synergy score measuring deviation from expected non-interaction effect. Drug 1: C1CN1P(=S)(N2CC2)N3CC3. Drug 2: CC1C(C(CC(O1)OC2CC(CC3=C2C(=C4C(=C3O)C(=O)C5=C(C4=O)C(=CC=C5)OC)O)(C(=O)CO)O)N)O.Cl. Cell line: COLO 205. Synergy scores: CSS=44.4, Synergy_ZIP=-3.33, Synergy_Bliss=-1.16, Synergy_Loewe=-11.1, Synergy_HSA=0.379.